Dataset: Reaction yield outcomes from USPTO patents with 853,638 reactions. Task: Predict the reaction yield, written as a fraction of the theoretical maximum amount of product (1.0 means a 100% yield; for example, 0.34 means a 34% yield). The reactants are [C:1]([C:3]1[C:8]([F:9])=[CH:7][C:6]([CH2:10][C:11]([O:13][CH3:14])=[O:12])=[C:5]([CH3:15])[CH:4]=1)#[N:2].CO[CH:18](OC)[N:19]([CH3:21])[CH3:20].[Cl-].[Li+]. The catalyst is CCOC(C)=O. The product is [C:1]([C:3]1[C:8]([F:9])=[CH:7][C:6]([C:10](=[CH:18][N:19]([CH3:21])[CH3:20])[C:11]([O:13][CH3:14])=[O:12])=[C:5]([CH3:15])[CH:4]=1)#[N:2]. The yield is 0.960.